This data is from Forward reaction prediction with 1.9M reactions from USPTO patents (1976-2016). The task is: Predict the product of the given reaction. Given the reactants [NH2:1][C:2]1[CH:3]=[N:4][CH:5]=[C:6]([Br:8])[CH:7]=1.Cl.[CH3:10][N:11]([CH3:17])[CH2:12][CH2:13][C:14](O)=[O:15].C(N(CCCC)CCCC)CCC.[I-].ClC1C=CC=C[N+]=1C, predict the reaction product. The product is: [Br:8][C:6]1[CH:7]=[C:2]([NH:1][C:14](=[O:15])[CH2:13][CH2:12][N:11]([CH3:17])[CH3:10])[CH:3]=[N:4][CH:5]=1.